Dataset: Full USPTO retrosynthesis dataset with 1.9M reactions from patents (1976-2016). Task: Predict the reactants needed to synthesize the given product. (1) Given the product [CH3:1][O:2][C:3]1[CH:4]=[C:5]([CH:17]=[CH:18][CH:19]=1)[CH2:6][N:7]1[C:11]2[CH:12]=[CH:13][C:14]([NH2:16])=[C:15]([Br:20])[C:10]=2[N:9]=[CH:8]1, predict the reactants needed to synthesize it. The reactants are: [CH3:1][O:2][C:3]1[CH:4]=[C:5]([CH:17]=[CH:18][CH:19]=1)[CH2:6][N:7]1[C:11]2[CH:12]=[CH:13][C:14]([NH2:16])=[CH:15][C:10]=2[N:9]=[CH:8]1.[Br:20]Br.N.C(O)(C)C.C(Cl)(Cl)Cl. (2) Given the product [CH2:1]([CH:3]1[CH:8]([CH3:9])[CH:7]([CH2:10][O:11][Si:12]([CH3:15])([CH3:14])[CH3:13])[CH2:6][C:5]([C:17]2[CH:22]=[CH:21][C:20]([O:23][CH3:24])=[CH:19][CH:18]=2)([OH:16])[CH:4]1[C:17]1[CH:18]=[CH:19][C:20]([O:23][C:24]2[CH:29]=[CH:28][CH:27]=[CH:26][CH:25]=2)=[CH:21][CH:22]=1)[CH3:2], predict the reactants needed to synthesize it. The reactants are: [CH2:1]([CH:3]1[CH:8]([CH3:9])[CH:7]([CH2:10][O:11][Si:12]([CH3:15])([CH3:14])[CH3:13])[CH2:6][C:5](=[O:16])[CH:4]1[C:17]1[CH:22]=[CH:21][C:20]([O:23][C:24]2[CH:29]=[CH:28][CH:27]=[CH:26][CH:25]=2)=[CH:19][CH:18]=1)[CH3:2]. (3) The reactants are: [Br:1][C:2]1[CH:7]=[CH:6][C:5]([N:8]=[N:9][CH:10]([C:14]#[N:15])[C:11]([NH2:13])=[O:12])=[CH:4][C:3]=1[O:16][CH3:17].Cl. Given the product [NH2:15][C:14]1[C:6]2[C:5](=[CH:4][C:3]([O:16][CH3:17])=[C:2]([Br:1])[CH:7]=2)[N:8]=[N:9][C:10]=1[C:11]([NH2:13])=[O:12], predict the reactants needed to synthesize it. (4) Given the product [CH2:22]([O:21][C@H:18]1[CH2:17][CH2:16][C@H:15]([N:12]2[CH2:11][CH2:10][CH:9]([NH2:5])[CH2:14][CH2:13]2)[CH2:20][CH2:19]1)[CH2:23][CH3:24], predict the reactants needed to synthesize it. The reactants are: CC([N:5]([CH:9]1[CH2:14][CH2:13][N:12]([C@H:15]2[CH2:20][CH2:19][C@H:18]([O:21][CH2:22][CH2:23][CH3:24])[CH2:17][CH2:16]2)[CH2:11][CH2:10]1)C(=O)[O-])(C)C.Cl.C(OCC)C.C(OCC)(=O)C.C([O-])([O-])=O.[Na+].[Na+]. (5) Given the product [F:24][C:25]1[CH:30]=[CH:29][C:28]([F:31])=[CH:27][C:26]=1[C:2]1[C:10]2[O:9][CH:8]([CH2:11][O:12][S:13]([C:16]3[CH:17]=[CH:18][C:19]([CH3:22])=[CH:20][CH:21]=3)(=[O:14])=[O:15])[O:7][C:6]=2[CH:5]=[C:4]([Cl:23])[CH:3]=1, predict the reactants needed to synthesize it. The reactants are: Br[C:2]1[C:10]2[O:9][CH:8]([CH2:11][O:12][S:13]([C:16]3[CH:21]=[CH:20][C:19]([CH3:22])=[CH:18][CH:17]=3)(=[O:15])=[O:14])[O:7][C:6]=2[CH:5]=[C:4]([Cl:23])[CH:3]=1.[F:24][C:25]1[CH:30]=[CH:29][C:28]([F:31])=[CH:27][C:26]=1B(O)O.